Dataset: Full USPTO retrosynthesis dataset with 1.9M reactions from patents (1976-2016). Task: Predict the reactants needed to synthesize the given product. (1) Given the product [CH2:24]([C:21]1[CH:22]=[CH:23][C:18]([C@H:12]([N:9]2[CH2:10][CH2:11][C@@H:6]([CH2:2][C:3]([OH:5])=[O:4])[CH2:7][C@H:8]2[C:27]2[CH:28]=[CH:29][C:30]([C:33]([F:36])([F:34])[F:35])=[CH:31][CH:32]=2)[CH2:13][CH2:14][CH:15]([CH3:17])[CH3:16])=[CH:19][CH:20]=1)[CH:25]=[CH2:26], predict the reactants needed to synthesize it. The reactants are: C[CH:2]([C@@H:6]1[CH2:11][CH2:10][N:9]([C@@H:12]([C:18]2[CH:23]=[CH:22][C:21]([CH2:24][CH:25]=[CH2:26])=[CH:20][CH:19]=2)[CH2:13][CH2:14][CH:15]([CH3:17])[CH3:16])[C@H:8]([C:27]2[CH:32]=[CH:31][C:30]([C:33]([F:36])([F:35])[F:34])=[CH:29][CH:28]=2)[CH2:7]1)[C:3]([O-:5])=[O:4].[OH-].[Na+]. (2) Given the product [NH2:1][C:2]1[C:7]([S:8]([CH2:10][CH2:11][C:12]([CH3:15])([OH:14])[CH3:13])=[O:9])=[CH:6][C:5]([C:36]2[CH:37]=[CH:38][C:32]3[O:31][CH2:30][CH2:29][N:28]([C:21]4[C:20]5[CH2:19][C:18]([CH3:17])([CH3:42])[CH2:27][CH2:26][C:25]=5[N:24]=[CH:23][N:22]=4)[CH2:34][C:33]=3[CH:35]=2)=[CH:4][N:3]=1, predict the reactants needed to synthesize it. The reactants are: [NH2:1][C:2]1[C:7]([S:8]([CH2:10][CH2:11][C:12]([CH3:15])([OH:14])[CH3:13])=[O:9])=[CH:6][C:5](Br)=[CH:4][N:3]=1.[CH3:17][C:18]1([CH3:42])[CH2:27][CH2:26][C:25]2[N:24]=[CH:23][N:22]=[C:21]([N:28]3[CH2:34][C:33]4[CH:35]=[C:36](B(O)O)[CH:37]=[CH:38][C:32]=4[O:31][CH2:30][CH2:29]3)[C:20]=2[CH2:19]1. (3) Given the product [C:11]([C:7]1[CH:8]=[C:9]([C:23]2[CH:28]=[CH:27][C:26]([N+:29]([O-:31])=[O:30])=[CH:25][CH:24]=2)[CH:10]=[C:5]([C:1]([CH3:4])([CH3:3])[CH3:2])[C:6]=1[OH:15])([CH3:14])([CH3:13])[CH3:12], predict the reactants needed to synthesize it. The reactants are: [C:1]([C:5]1[CH:10]=[CH:9][CH:8]=[C:7]([C:11]([CH3:14])([CH3:13])[CH3:12])[C:6]=1[OH:15])([CH3:4])([CH3:3])[CH3:2].C(=O)([O-])[O-].[K+].[K+].Cl[C:23]1[CH:28]=[CH:27][C:26]([N+:29]([O-:31])=[O:30])=[CH:25][CH:24]=1. (4) Given the product [CH3:13][C:9]([S:8][C:3]1[CH:4]=[CH:5][CH:6]=[CH:7][C:2]=1[C:18]1[CH:19]=[CH:20][N:15]=[CH:16][CH:17]=1)([CH3:14])[C:10]([O:12][CH2:31][CH3:32])=[O:11], predict the reactants needed to synthesize it. The reactants are: Br[C:2]1[CH:7]=[CH:6][CH:5]=[CH:4][C:3]=1[S:8][C:9]([CH3:14])([CH3:13])[C:10]([O-:12])=[O:11].[N:15]1[CH:20]=[CH:19][C:18](B(O)O)=[CH:17][CH:16]=1.C(=O)([O-])[O-].[Na+].[Na+].O1CCO[CH2:32][CH2:31]1. (5) Given the product [NH2:1][C:2]1[N:7]=[C:6]([N:8]2[CH2:20][CH2:19][C:11]3([CH2:15][NH:14][C@H:13]([C:16]([OH:18])=[O:17])[CH2:12]3)[CH2:10][CH2:9]2)[CH:5]=[C:4]([O:53][C@H:48]([C:42]2[CH:43]=[C:44]([Br:47])[CH:45]=[CH:46][C:41]=2[Br:40])[C:49]([F:50])([F:51])[F:52])[N:3]=1, predict the reactants needed to synthesize it. The reactants are: [NH2:1][C:2]1[N:7]=[C:6]([N:8]2[CH2:20][CH2:19][C:11]3([CH2:15][NH:14][C@H:13]([C:16]([OH:18])=[O:17])[CH2:12]3)[CH2:10][CH2:9]2)[CH:5]=[C:4](O[C@H](C2C=CC(Cl)=CC=2N2C=CC(C)=N2)C(F)(F)F)[N:3]=1.[Br:40][C:41]1[CH:46]=[CH:45][C:44]([Br:47])=[CH:43][C:42]=1[CH:48]([OH:53])[C:49]([F:52])([F:51])[F:50]. (6) Given the product [NH2:19][CH2:23][CH:22]1[O:32][C:31](=[O:34])[N:25]([C:6]2[CH:5]=[CH:4][C:3]([N:19]3[CH:23]=[C:22]([CH2:24][N:25]4[CH:29]=[CH:28][CH:27]=[N:26]4)[N:21]=[N:20]3)=[C:2]([F:1])[CH:7]=2)[CH2:24]1, predict the reactants needed to synthesize it. The reactants are: [F:1][C:2]1[C:3]([N:19]2[CH:23]=[C:22]([CH2:24][N:25]3[CH:29]=[CH:28][CH:27]=[N:26]3)[N:21]=[N:20]2)=[C:4](N2CC(CNC(=O)C)OC2=O)[CH:5]=[CH:6][CH:7]=1.Cl.[C:31](=[O:34])([O-])[O-:32].[Na+].[Na+]. (7) Given the product [OH:79][NH:74][C:6](=[O:5])[CH2:7][N:8]1[C:13]2[CH:14]=[C:15]([C:18]([OH:20])=[O:19])[CH:16]=[CH:17][C:12]=2[S:11][CH:10]([CH2:23][CH2:24][CH2:25][C:26]2[CH:31]=[CH:30][C:29]([O:32][CH3:33])=[CH:28][CH:27]=2)[C:9]1=[O:34], predict the reactants needed to synthesize it. The reactants are: C([O:5][C:6](=O)[CH2:7][N:8]1[C:13]2[CH:14]=[C:15]([C:18]([O:20]CC)=[O:19])[CH:16]=[CH:17][C:12]=2[S:11][C@H:10]([CH2:23][CH2:24][CH2:25][C:26]2[CH:31]=[CH:30][C:29]([O:32][CH3:33])=[CH:28][CH:27]=2)[C:9]1=[O:34])(C)(C)C.BrC1C=C(C(OCC)=O)C=CC=1S[C@@H](CCCC1C=CC(OC)=CC=1)C(O)=O.CC1(C)C23[C@@]4([O:79][N:74]4S(=O)(=O)C2)C(Cl)(Cl)[C@H]1CC3. (8) Given the product [C:8]([OH:3])(=[O:1])[C:5]([CH3:7])=[CH2:6].[CH:13]([O:1][O:32][C:31]1[CH:14]=[CH:27][CH:28]=[CH:29][CH:30]=1)([CH3:12])[CH3:8], predict the reactants needed to synthesize it. The reactants are: [OH-:1].[Na+].[OH:3]O.[CH:5]([C:8]1[CH:13]=[CH:12]C=CC=1)([CH3:7])[CH3:6].[CH:14]1[C:27]2NC3C(=CC=CC=3)SC=2C=CC=1.[CH3:28][CH:29]=[CH:30][C:31](Cl)=[O:32]. (9) Given the product [F:28][C:25]1[CH:26]=[CH:27][C:15]2[N:14]=[C:13]([C@@H:11]([NH:10][C:3]3[C:4](=[O:9])[N:5]([CH3:8])[N:6]=[CH:7][CH:2]=3)[CH3:12])[N:17]([C:18]3[CH:19]=[CH:20][CH:21]=[CH:22][CH:23]=3)[C:16]=2[CH:24]=1, predict the reactants needed to synthesize it. The reactants are: Cl[C:2]1[CH:7]=[N:6][N:5]([CH3:8])[C:4](=[O:9])[C:3]=1[NH:10][C@H:11]([C:13]1[N:17]([C:18]2[CH:23]=[CH:22][CH:21]=[CH:20][CH:19]=2)[C:16]2[CH:24]=[C:25]([F:28])[CH:26]=[CH:27][C:15]=2[N:14]=1)[CH3:12].